This data is from Peptide-MHC class I binding affinity with 185,985 pairs from IEDB/IMGT. The task is: Regression. Given a peptide amino acid sequence and an MHC pseudo amino acid sequence, predict their binding affinity value. This is MHC class I binding data. The peptide sequence is ITKGLGISYGR. The MHC is HLA-A01:01 with pseudo-sequence HLA-A01:01. The binding affinity (normalized) is 0.